From a dataset of Forward reaction prediction with 1.9M reactions from USPTO patents (1976-2016). Predict the product of the given reaction. (1) The product is: [CH3:1][O:2][C:3]([C:5]1[CH:10]([C:11]2[CH:16]=[CH:15][C:14]([C:17]#[N:18])=[CH:13][CH:12]=2)[N:9]2[C:19](=[O:26])[N:20]([CH2:22][C:23](=[O:24])[N:61]([CH2:60][CH2:59][CH2:46][CH2:44][N:41]([CH3:38])[CH3:42])[CH3:56])[N:21]=[C:8]2[N:7]([C:27]2[CH:32]=[CH:31][CH:30]=[C:29]([C:33]([F:34])([F:36])[F:35])[CH:28]=2)[C:6]=1[CH3:37])=[O:4]. Given the reactants [CH3:1][O:2][C:3]([C:5]1[CH:10]([C:11]2[CH:16]=[CH:15][C:14]([C:17]#[N:18])=[CH:13][CH:12]=2)[N:9]2[C:19](=[O:26])[N:20]([CH2:22][C:23](O)=[O:24])[N:21]=[C:8]2[N:7]([C:27]2[CH:32]=[CH:31][CH:30]=[C:29]([C:33]([F:36])([F:35])[F:34])[CH:28]=2)[C:6]=1[CH3:37])=[O:4].[CH:38]([N:41]([CH:44]([CH3:46])C)[CH2:42]C)(C)C.CN(C(ON1N=NC2C=[CH:59][CH:60]=[N:61][C:56]1=2)=[N+](C)C)C.F[P-](F)(F)(F)(F)F, predict the reaction product. (2) Given the reactants [Cl:1][C:2]1[N:7]=[C:6]([NH:8][CH3:9])[C:5]([N+:10]([O-])=O)=[CH:4][CH:3]=1.[NH4+].[Cl-].CC(=O)OCC, predict the reaction product. The product is: [Cl:1][C:2]1[N:7]=[C:6]([NH:8][CH3:9])[C:5]([NH2:10])=[CH:4][CH:3]=1.